Dataset: Full USPTO retrosynthesis dataset with 1.9M reactions from patents (1976-2016). Task: Predict the reactants needed to synthesize the given product. (1) Given the product [O:15]1[C:11]2([CH2:10][CH2:9][CH2:8][CH2:7][CH:6]2[C:4]([O:3][CH2:2][CH3:1])=[O:5])[O:12][CH2:13][CH2:14]1, predict the reactants needed to synthesize it. The reactants are: [CH3:1][CH2:2][O:3][C:4]([CH:6]1[C:11](=[O:12])[CH2:10][CH2:9][CH2:8][CH2:7]1)=[O:5].[CH2:13](O)[CH2:14][OH:15].C1(C)C=CC(S(O)(=O)=O)=CC=1. (2) Given the product [CH3:24][N:17]1[C:18]2[CH:19]=[C:20]3[NH:21][C:9]([CH2:8][CH2:7][C:1]4[CH:6]=[CH:5][CH:4]=[CH:3][CH:2]=4)=[N:11][C:12]3=[CH:13][C:14]=2[C:15]([CH3:27])([CH3:26])[C:16]1=[O:25], predict the reactants needed to synthesize it. The reactants are: [C:1]1([CH2:7][CH2:8][C:9]([NH:11][C:12]2[CH:13]=[C:14]3[C:18](=[CH:19][C:20]=2[N+:21]([O-])=O)[N:17]([CH3:24])[C:16](=[O:25])[C:15]3([CH3:27])[CH3:26])=O)[CH:6]=[CH:5][CH:4]=[CH:3][CH:2]=1. (3) The reactants are: [Cl:1][C:2]1[C:11]2[C:6](=[CH:7][C:8]([O:12][CH3:13])=[CH:9][CH:10]=2)[N:5]=[C:4]([NH2:14])[CH:3]=1.[NH:15]1[CH2:19][CH2:18][CH2:17][CH2:16]1. Given the product [ClH:1].[CH3:13][O:12][C:8]1[CH:7]=[C:6]2[C:11]([C:2]([N:15]3[CH2:19][CH2:18][CH2:17][CH2:16]3)=[CH:3][C:4]([NH2:14])=[N:5]2)=[CH:10][CH:9]=1, predict the reactants needed to synthesize it.